Predict the product of the given reaction. From a dataset of Forward reaction prediction with 1.9M reactions from USPTO patents (1976-2016). (1) Given the reactants Cl[C:2]1[CH:7]=[C:6]([CH3:8])[N:5]=[C:4]([C:9]2[CH:14]=[CH:13][CH:12]=[CH:11][N:10]=2)[N:3]=1.[NH2:15][C:16]1[CH:17]=[C:18]([C:22]([F:25])([F:24])[F:23])[CH:19]=[CH:20][CH:21]=1, predict the reaction product. The product is: [F:23][C:22]([F:24])([F:25])[C:18]1[CH:17]=[C:16]([CH:21]=[CH:20][CH:19]=1)[NH:15][C:2]1[CH:7]=[C:6]([CH3:8])[N:5]=[C:4]([C:9]2[CH:14]=[CH:13][CH:12]=[CH:11][N:10]=2)[N:3]=1. (2) The product is: [N+:16]([C:13]1[CH:14]=[CH:15][C:10]([N:1]2[CH:6]=[CH:5][N:4]=[CH:3][C:2]2=[O:7])=[CH:11][CH:12]=1)([O-:18])=[O:17]. Given the reactants [N:1]1[CH:6]=[CH:5][N:4]=[CH:3][C:2]=1[O-:7].[Na+].F[C:10]1[CH:15]=[CH:14][C:13]([N+:16]([O-:18])=[O:17])=[CH:12][CH:11]=1.C([O-])([O-])=O.[Cs+].[Cs+].O, predict the reaction product. (3) Given the reactants [Cl:1][C:2]1[C:10]([OH:11])=[CH:9][C:8]([I:12])=[C:7]2[C:3]=1[CH2:4][NH:5][C:6]2=[O:13].C(=O)([O-])[O-].[K+].[K+].Br[CH2:21][CH2:22][C:23]([CH3:33])([O:25][Si:26]([CH2:31][CH3:32])([CH2:29][CH3:30])[CH2:27][CH3:28])[CH3:24], predict the reaction product. The product is: [Cl:1][C:2]1[C:10]([O:11][CH2:21][CH2:22][C:23]([CH3:33])([O:25][Si:26]([CH2:27][CH3:28])([CH2:31][CH3:32])[CH2:29][CH3:30])[CH3:24])=[CH:9][C:8]([I:12])=[C:7]2[C:3]=1[CH2:4][NH:5][C:6]2=[O:13]. (4) Given the reactants Br[C:2]1[CH:7]=[CH:6][C:5]([S:8]([NH:11][CH2:12][CH2:13][C:14]2[CH:19]=[CH:18][CH:17]=[CH:16][N:15]=2)(=[O:10])=[O:9])=[CH:4][CH:3]=1.[CH:20]1(/[CH:25]=[C:26](\B2OC(C)(C)C(C)(C)O2)/[CH2:27][OH:28])[CH2:24][CH2:23][CH2:22][CH2:21]1.[F-].[Cs+].C1COCC1, predict the reaction product. The product is: [CH:20]1(/[CH:25]=[C:26](\[C:2]2[CH:7]=[CH:6][C:5]([S:8]([NH:11][CH2:12][CH2:13][C:14]3[CH:19]=[CH:18][CH:17]=[CH:16][N:15]=3)(=[O:10])=[O:9])=[CH:4][CH:3]=2)/[CH2:27][OH:28])[CH2:24][CH2:23][CH2:22][CH2:21]1. (5) Given the reactants [O:1]=[C:2]1[CH2:11][CH2:10][C:9]2[C:4]3=[C:5]([CH2:25][CH2:26][N:3]13)[CH:6]=[C:7]([C:12]([C@H:14]1[CH2:19][CH2:18][C@H:17]([CH2:20][NH:21]C(=O)C)[CH2:16][CH2:15]1)=[O:13])[CH:8]=2.[ClH:27], predict the reaction product. The product is: [ClH:27].[NH2:21][CH2:20][C@H:17]1[CH2:18][CH2:19][C@H:14]([C:12]([C:7]2[CH:8]=[C:9]3[C:4]4=[C:5]([CH2:25][CH2:26][N:3]4[C:2](=[O:1])[CH2:11][CH2:10]3)[CH:6]=2)=[O:13])[CH2:15][CH2:16]1.